From a dataset of Catalyst prediction with 721,799 reactions and 888 catalyst types from USPTO. Predict which catalyst facilitates the given reaction. (1) Reactant: [H-].[H-].[H-].[H-].[Li+].[Al+3].Br[CH2:8][CH2:9][C:10]([C:19]1[CH:24]=[CH:23][CH:22]=[CH:21][CH:20]=1)([C:13]1[CH:18]=[CH:17][CH:16]=[CH:15][CH:14]=1)[C:11]#[N:12]. Product: [C:13]1([C:10]2([C:19]3[CH:24]=[CH:23][CH:22]=[CH:21][CH:20]=3)[CH2:9][CH2:8][NH:12][CH2:11]2)[CH:18]=[CH:17][CH:16]=[CH:15][CH:14]=1. The catalyst class is: 1. (2) Reactant: C1(C)C=CC(S([N:10]([CH2:20][CH2:21][N:22](S(C2C=CC(C)=CC=2)(=O)=O)[CH2:23][CH2:24][N:25](S(C2C=CC(C)=CC=2)(=O)=O)[CH2:26][CH2:27][CH2:28][CH2:29][CH2:30][CH2:31][CH2:32][CH2:33][CH2:34][N:35](S(C2C=CC(C)=CC=2)(=O)=O)[CH2:36][CH2:37][N:38](S(C2C=CC(C)=CC=2)(=O)=O)[CH2:39][CH2:40][N:41](S(C2C=CC(C)=CC=2)(=O)=O)[CH2:42][CH3:43])[CH2:11][CH2:12][O:13][CH2:14][CH2:15][O:16][CH2:17][CH2:18][OH:19])(=O)=O)=CC=1.[Na+].[Na+].P(=O)(O)([O-])[O-]. Product: [CH2:18]([OH:19])[CH2:17][O:16][CH2:15][CH2:14][O:13][CH2:12][CH2:11][NH:10][CH2:20][CH2:21][NH:22][CH2:23][CH2:24][NH:25][CH2:26][CH2:27][CH2:28][CH2:29][CH2:30][CH2:31][CH2:32][CH2:33][CH2:34][NH:35][CH2:36][CH2:37][NH:38][CH2:39][CH2:40][NH:41][CH2:42][CH3:43]. The catalyst class is: 71. (3) The catalyst class is: 273. Product: [NH2:1][C:2]1[C:3]([Cl:18])=[C:4]([OH:17])[C:5]([CH3:16])=[CH:6][C:7]=1[NH:8][C:9]1[CH:10]=[CH:11][C:12]([OH:15])=[CH:13][CH:14]=1. Reactant: [NH2:1][C:2]1[C:7](=[N:8][C:9]2[CH:14]=[CH:13][C:12]([OH:15])=[CH:11][CH:10]=2)[CH:6]=[C:5]([CH3:16])[C:4](=[O:17])[C:3]=1[Cl:18].S(S([O-])=O)([O-])=O.[Na+].[Na+]. (4) Reactant: C(OC([N:8]1[CH2:13][CH2:12][CH:11]([C:14](=[O:18])[N:15]([CH3:17])[CH3:16])[CH2:10][CH2:9]1)=O)(C)(C)C.CO.C(Cl)(Cl)[Cl:22]. Product: [ClH:22].[CH3:16][N:15]([CH3:17])[C:14]([CH:11]1[CH2:10][CH2:9][NH:8][CH2:13][CH2:12]1)=[O:18]. The catalyst class is: 12. (5) Reactant: [CH3:1][O:2][C:3]1[CH:4]=[CH:5][CH:6]=[C:7]2[C:11]=1[NH:10][CH:9]=[CH:8]2.[Al](Cl)(CC)CC.[CH:18]1([C:21](Cl)=[O:22])[CH2:20][CH2:19]1.C([O-])([O-])=O.[Cs+].[Cs+].[Cl:30][CH2:31][CH2:32][CH2:33]I. Product: [Cl:30][CH2:31][CH2:32][CH2:33][N:10]1[C:11]2[C:7](=[CH:6][CH:5]=[CH:4][C:3]=2[O:2][CH3:1])[C:8]([C:21]([CH:18]2[CH2:20][CH2:19]2)=[O:22])=[CH:9]1. The catalyst class is: 759. (6) The catalyst class is: 3. Reactant: [Br:1][C:2]1[C:3]([NH:22][S:23]([C:26]2[CH:31]=[CH:30][CH:29]=[CH:28][CH:27]=2)(=[O:25])=[O:24])=[CH:4][C:5]2[O:9][C:8]([C:10]3[CH:15]=[CH:14][C:13]([F:16])=[CH:12][CH:11]=3)=[C:7]([C:17]([O:19][CH3:20])=[O:18])[C:6]=2[CH:21]=1.[C:32]([O-])([O-])=O.[K+].[K+].CI. Product: [Br:1][C:2]1[C:3]([N:22]([CH3:32])[S:23]([C:26]2[CH:27]=[CH:28][CH:29]=[CH:30][CH:31]=2)(=[O:24])=[O:25])=[CH:4][C:5]2[O:9][C:8]([C:10]3[CH:15]=[CH:14][C:13]([F:16])=[CH:12][CH:11]=3)=[C:7]([C:17]([O:19][CH3:20])=[O:18])[C:6]=2[CH:21]=1.